The task is: Predict the reaction yield, written as a fraction of the theoretical maximum amount of product (1.0 means a 100% yield; for example, 0.34 means a 34% yield).. This data is from Reaction yield outcomes from USPTO patents with 853,638 reactions. (1) The reactants are [Cl:1][C:2]1[CH:3]=[C:4]([O:13]C(=O)C2C=CC=CC=2)[CH:5]=[C:6]([CH3:12])[C:7]=1[O:8][CH2:9][O:10][CH3:11].[OH-].[K+]. The catalyst is CO. The product is [Cl:1][C:2]1[CH:3]=[C:4]([OH:13])[CH:5]=[C:6]([CH3:12])[C:7]=1[O:8][CH2:9][O:10][CH3:11]. The yield is 0.960. (2) The reactants are [Cl:1][C:2]1[CH:7]=[CH:6][C:5]([C:8]2[N:9]=[C:10]([N:13]([CH2:23][C:24]3[CH:36]=[CH:35][C:34]4[C:33]5[C:28](=[CH:29][CH:30]=[CH:31][CH:32]=5)[CH2:27][C:26]=4[CH:25]=3)[C:14]3[CH:22]=[CH:21][C:17]([C:18]([OH:20])=O)=[CH:16][CH:15]=3)[S:11][CH:12]=2)=[CH:4][CH:3]=1.C1C=CC2N(O)N=NC=2C=1.Cl.C(N=C=NCCCN(C)C)C.Cl.[CH3:60][O:61][C:62](=[O:66])[CH2:63][CH2:64][NH2:65].CCN(C(C)C)C(C)C. The catalyst is C(Cl)Cl.CN(C=O)C. The product is [CH3:60][O:61][C:62](=[O:66])[CH2:63][CH2:64][NH:65][C:18](=[O:20])[C:17]1[CH:21]=[CH:22][C:14]([N:13]([C:10]2[S:11][CH:12]=[C:8]([C:5]3[CH:6]=[CH:7][C:2]([Cl:1])=[CH:3][CH:4]=3)[N:9]=2)[CH2:23][C:24]2[CH:36]=[CH:35][C:34]3[C:33]4[C:28](=[CH:29][CH:30]=[CH:31][CH:32]=4)[CH2:27][C:26]=3[CH:25]=2)=[CH:15][CH:16]=1. The yield is 0.880.